Dataset: Full USPTO retrosynthesis dataset with 1.9M reactions from patents (1976-2016). Task: Predict the reactants needed to synthesize the given product. (1) Given the product [Br:1][C:2]1[CH:3]=[C:4]2[C:10]([C:15](=[O:17])[CH3:16])=[CH:9][NH:8][C:5]2=[N:6][CH:7]=1, predict the reactants needed to synthesize it. The reactants are: [Br:1][C:2]1[CH:3]=[C:4]2[CH:10]=[CH:9][NH:8][C:5]2=[N:6][CH:7]=1.[Cl-].[Al+3].[Cl-].[Cl-].[C:15](Cl)(=[O:17])[CH3:16].CO. (2) Given the product [Cl:1][C:2]1[CH:3]=[CH:4][CH:5]=[C:6]2[C:11]=1[N:10]=[C:9]([C:12]1[S:13][C:14]([CH3:17])=[N:15][N:16]=1)[C:8]([C@@H:18]([NH2:20])[CH3:19])=[CH:7]2, predict the reactants needed to synthesize it. The reactants are: [Cl:1][C:2]1[CH:3]=[CH:4][CH:5]=[C:6]2[C:11]=1[N:10]=[C:9]([C:12]1[S:13][C:14]([CH3:17])=[N:15][N:16]=1)[C:8]([C@@H:18]([N:20]1C(=O)C3C(=CC=CC=3)C1=O)[CH3:19])=[CH:7]2.O.NN. (3) Given the product [C:5](=[O:1])([OH:7])[O-:6].[Ca+2:4].[C:5](=[O:1])([OH:7])[O-:6], predict the reactants needed to synthesize it. The reactants are: [O-2:1].[Mg+2].[O-2].[Ca+2:4].[C:5](=[O:7])=[O:6]. (4) Given the product [O:1]1[C:5]2[CH:6]=[CH:7][CH:8]=[CH:9][C:4]=2[N:3]=[C:2]1[C:10]1[CH:11]=[C:12]([NH:17][C:24](=[O:27])[CH2:25][CH3:26])[CH:13]=[CH:14][C:15]=1[Cl:16], predict the reactants needed to synthesize it. The reactants are: [O:1]1[C:5]2[CH:6]=[CH:7][CH:8]=[CH:9][C:4]=2[N:3]=[C:2]1[C:10]1[CH:11]=[C:12]([NH2:17])[CH:13]=[CH:14][C:15]=1[Cl:16].N1C=CC=CC=1.[C:24](Cl)(=[O:27])[CH2:25][CH3:26]. (5) The reactants are: [N+:1]([C:4]1[C:5](F)=[C:6]([C:10]([F:13])=[CH:11][CH:12]=1)[C:7]([OH:9])=[O:8])([O-:3])=[O:2].[NH2:15][C:16]1[CH:17]=[C:18]2[C:22](=[CH:23][CH:24]=1)[NH:21][N:20]=[CH:19]2.Cl.Cl.O. Given the product [F:13][C:10]1[CH:11]=[CH:12][C:4]([N+:1]([O-:3])=[O:2])=[C:5]([NH:15][C:16]2[CH:17]=[C:18]3[C:22](=[CH:23][CH:24]=2)[NH:21][N:20]=[CH:19]3)[C:6]=1[C:7]([OH:9])=[O:8], predict the reactants needed to synthesize it. (6) Given the product [CH2:13]([C@H:20]1[CH2:21][N:22]([C:26]2[CH:31]=[CH:30][C:29]([O:32][CH3:33])=[C:28]([O:34][CH:35]3[CH2:39][CH2:38][CH2:37][CH2:36]3)[CH:27]=2)[CH2:23][CH2:24][N:25]1[C:10](=[O:12])[CH2:9][C:3]1[C:4]([F:8])=[CH:5][CH:6]=[CH:7][C:2]=1[F:1])[C:14]1[CH:15]=[CH:16][CH:17]=[CH:18][CH:19]=1, predict the reactants needed to synthesize it. The reactants are: [F:1][C:2]1[CH:7]=[CH:6][CH:5]=[C:4]([F:8])[C:3]=1[CH2:9][C:10]([OH:12])=O.[CH2:13]([C@@H:20]1[NH:25][CH2:24][CH2:23][N:22]([C:26]2[CH:31]=[CH:30][C:29]([O:32][CH3:33])=[C:28]([O:34][CH:35]3[CH2:39][CH2:38][CH2:37][CH2:36]3)[CH:27]=2)[CH2:21]1)[C:14]1[CH:19]=[CH:18][CH:17]=[CH:16][CH:15]=1. (7) Given the product [CH3:1][O:2][C:3]1[CH:4]=[CH:5][C:6]2[C:7]3[N:15]=[C:14]([C:16]4[CH:21]=[CH:20][C:19]([O:22][CH3:23])=[CH:18][CH:17]=4)[N:13]=[C:12]([C:24]([NH2:28])=[O:26])[C:8]=3[NH:9][C:10]=2[CH:11]=1, predict the reactants needed to synthesize it. The reactants are: [CH3:1][O:2][C:3]1[CH:4]=[CH:5][C:6]2[C:7]3[N:15]=[C:14]([C:16]4[CH:21]=[CH:20][C:19]([O:22][CH3:23])=[CH:18][CH:17]=4)[N:13]=[C:12]([C:24]([O:26]C)=O)[C:8]=3[NH:9][C:10]=2[CH:11]=1.[NH3:28].